This data is from Full USPTO retrosynthesis dataset with 1.9M reactions from patents (1976-2016). The task is: Predict the reactants needed to synthesize the given product. (1) Given the product [Cl:1][C:2]1[CH:3]=[CH:4][C:5]2[N:6]([C:27]([C:26]3[CH:25]=[C:24]([CH:32]=[CH:31][CH:30]=3)[C:22]#[N:23])=[N:9][N:8]=2)[N:7]=1, predict the reactants needed to synthesize it. The reactants are: [Cl:1][C:2]1[N:7]=[N:6][C:5]([NH:8][NH2:9])=[CH:4][CH:3]=1.C(N(CC)CC)C.O.C(O)(=O)C.[C:22]([C:24]1[CH:25]=[C:26]([CH:30]=[CH:31][CH:32]=1)[C:27](Cl)=O)#[N:23]. (2) Given the product [Cl:14][CH:1]1[C:10]2[C:5](=[CH:6][CH:7]=[CH:8][CH:9]=2)[CH2:4][CH2:3][CH2:2]1, predict the reactants needed to synthesize it. The reactants are: [CH:1]1(O)[C:10]2[C:5](=[CH:6][CH:7]=[CH:8][CH:9]=2)[CH2:4][CH2:3][CH2:2]1.S(Cl)([Cl:14])=O. (3) The reactants are: [C:1]([NH:4][C:5]1[C:14]([Cl:15])=[CH:13][C:8]([C:9]([O:11][CH3:12])=[O:10])=[C:7](OS(C(F)(F)F)(=O)=O)[CH:6]=1)(=[O:3])[CH3:2].[O-]P([O-])([O-])=O.[K+].[K+].[K+].[CH3:32]B(O)O.C(Cl)Cl. Given the product [C:1]([NH:4][C:5]1[C:14]([Cl:15])=[CH:13][C:8]([C:9]([O:11][CH3:12])=[O:10])=[C:7]([CH3:32])[CH:6]=1)(=[O:3])[CH3:2], predict the reactants needed to synthesize it. (4) Given the product [ClH:36].[NH2:29][CH:30]1[CH2:35][CH2:34][N:33]([C:3]2[N:4]=[C:5]([NH:14][C:15]3[CH:20]=[CH:19][CH:18]=[C:17]([Br:21])[CH:16]=3)[C:6]3[C:12](=[O:13])[NH:11][CH:10]=[CH:9][C:7]=3[N:8]=2)[CH2:32][CH2:31]1, predict the reactants needed to synthesize it. The reactants are: CS[C:3]1[N:4]=[C:5]([NH:14][C:15]2[CH:20]=[CH:19][CH:18]=[C:17]([Br:21])[CH:16]=2)[C:6]2[C:12](=[O:13])[NH:11][CH:10]=[CH:9][C:7]=2[N:8]=1.C([NH:29][CH:30]1[CH2:35][CH2:34][NH:33][CH2:32][CH2:31]1)(OC(C)(C)C)=O.[ClH:36]. (5) Given the product [CH2:20]([C:16]1[N:15]([CH2:14][C:11]2[CH:12]=[CH:13][C:8]([C:3]3[CH:4]=[CH:5][CH:6]=[CH:7][C:2]=3[C:25]3[CH:26]=[N:27][CH:28]=[CH:29][CH:30]=3)=[CH:9][CH:10]=2)[CH:19]=[CH:18][CH:17]=1)[CH3:21], predict the reactants needed to synthesize it. The reactants are: Br[C:2]1[CH:7]=[CH:6][CH:5]=[CH:4][C:3]=1[C:8]1[CH:13]=[CH:12][C:11]([CH2:14][N:15]2[CH:19]=[CH:18][CH:17]=[C:16]2[CH2:20][CH3:21])=[CH:10][CH:9]=1.C(B(CC)[C:25]1[CH:26]=[N:27][CH:28]=[CH:29][CH:30]=1)C.C(=O)([O-])[O-].[Na+].[Na+]. (6) Given the product [O:39]=[S:2]1(=[O:1])[C:8]2[CH:9]=[CH:10][CH:11]=[CH:12][C:7]=2[CH2:6][N:5]([C:13]2[CH:22]=[C:21]([C:23]([CH:24]3[CH2:25][CH2:26][N:27]([C:30]([O:32][C:33]([CH3:34])([CH3:35])[CH3:36])=[O:31])[CH2:28][CH2:29]3)=[O:37])[C:20]3[C:15](=[CH:16][CH:17]=[C:18]([CH3:38])[CH:19]=3)[N:14]=2)[CH2:4][CH2:3]1, predict the reactants needed to synthesize it. The reactants are: [O:1]=[S:2]1(=[O:39])[C:8]2[CH:9]=[CH:10][CH:11]=[CH:12][C:7]=2[CH2:6][N:5]([C:13]2[CH:22]=[C:21]([CH:23]([OH:37])[CH:24]3[CH2:29][CH2:28][N:27]([C:30]([O:32][C:33]([CH3:36])([CH3:35])[CH3:34])=[O:31])[CH2:26][CH2:25]3)[C:20]3[C:15](=[CH:16][CH:17]=[C:18]([CH3:38])[CH:19]=3)[N:14]=2)[CH2:4][CH2:3]1.CC(OI1(OC(C)=O)(OC(C)=O)OC(=O)C2C=CC=CC1=2)=O. (7) Given the product [O:1]1[CH:5]=[CH:4][CH:3]=[C:2]1[CH2:6][NH:7][C:8]1[C:17]([C:18]([OH:20])=[O:19])=[CH:16][C:15]2[CH2:14][CH2:13][CH2:12][CH2:11][C:10]=2[N:9]=1, predict the reactants needed to synthesize it. The reactants are: [O:1]1[CH:5]=[CH:4][CH:3]=[C:2]1[CH2:6][NH:7][C:8]1[C:17]([C:18]([O:20]CC)=[O:19])=[CH:16][C:15]2[CH2:14][CH2:13][CH2:12][CH2:11][C:10]=2[N:9]=1.O.[OH-].[Na+].